Dataset: Forward reaction prediction with 1.9M reactions from USPTO patents (1976-2016). Task: Predict the product of the given reaction. (1) Given the reactants [Br:1][C:2]1[CH:7]=[C:6]([F:8])[CH:5]=[CH:4][C:3]=1[CH:9]1[C:14]([C:15]([O:17][CH2:18][CH3:19])=[O:16])=[C:13]([CH2:20]Br)[NH:12][C:11]([C:22]2[S:23][CH:24]=[CH:25][N:26]=2)=[N:10]1.Cl.[NH:28]1[CH2:33][CH2:32][O:31][CH2:30][CH:29]1[C:34]([O:36][CH:37]([CH3:39])[CH3:38])=[O:35], predict the reaction product. The product is: [Br:1][C:2]1[CH:7]=[C:6]([F:8])[CH:5]=[CH:4][C:3]=1[CH:9]1[N:10]=[C:11]([C:22]2[S:23][CH:24]=[CH:25][N:26]=2)[NH:12][C:13]([CH2:20][N:28]2[CH2:33][CH2:32][O:31][CH2:30][CH:29]2[C:34]([O:36][CH:37]([CH3:39])[CH3:38])=[O:35])=[C:14]1[C:15]([O:17][CH2:18][CH3:19])=[O:16]. (2) Given the reactants [N+:1]([C:4]1[CH:9]=[CH:8][CH:7]=[CH:6][C:5]=1[CH3:10])([O-:3])=[O:2].[OH-].[K+].[CH2:13]1[CH:15]([CH:16]([OH:19])C#N)[CH2:14]1, predict the reaction product. The product is: [CH:15]1([CH:16]([OH:19])[CH2:10][C:5]2[CH:6]=[CH:7][CH:8]=[CH:9][C:4]=2[N+:1]([O-:3])=[O:2])[CH2:13][CH2:14]1. (3) Given the reactants [NH:1]1[CH2:6][CH2:5][CH:4]([NH:7][C:8]2[CH:9]=[C:10]([S:14][C:15]3[CH:20]=[CH:19][C:18]([CH:21]=[CH:22][C:23]([OH:25])=[O:24])=[C:17]([C:26]([F:29])([F:28])[F:27])[C:16]=3[C:30]([F:33])([F:32])[F:31])[CH:11]=[CH:12][CH:13]=2)[CH2:3][CH2:2]1.C(=O)([O-])[O-].[K+].[K+].[CH3:40][O:41][CH2:42][C:43](Cl)=[O:44], predict the reaction product. The product is: [CH3:40][O:41][CH2:42][C:43]([N:1]1[CH2:6][CH2:5][CH:4]([NH:7][C:8]2[CH:9]=[C:10]([S:14][C:15]3[CH:20]=[CH:19][C:18]([CH:21]=[CH:22][C:23]([OH:25])=[O:24])=[C:17]([C:26]([F:28])([F:27])[F:29])[C:16]=3[C:30]([F:31])([F:33])[F:32])[CH:11]=[CH:12][CH:13]=2)[CH2:3][CH2:2]1)=[O:44]. (4) Given the reactants Cl.[CH2:2]([NH:9][CH2:10][CH2:11][C:12]1[N:16]([C@@H:17]2[CH2:26][C:25]3[C:20](=[C:21]([F:28])[CH:22]=[C:23]([F:27])[CH:24]=3)[O:19][CH2:18]2)[C:15](=[S:29])[NH:14][CH:13]=1)[C:3]1[CH:8]=[CH:7][CH:6]=[CH:5][CH:4]=1, predict the reaction product. The product is: [CH2:2]([NH:9][CH2:10][CH2:11][C:12]1[N:16]([C@@H:17]2[CH2:26][C:25]3[C:20](=[C:21]([F:28])[CH:22]=[C:23]([F:27])[CH:24]=3)[O:19][CH2:18]2)[C:15](=[S:29])[NH:14][CH:13]=1)[C:3]1[CH:8]=[CH:7][CH:6]=[CH:5][CH:4]=1. (5) Given the reactants Cl[C:2]1[CH:7]=[C:6]([F:8])[CH:5]=[CH:4][C:3]=1[CH2:9][NH:10][C:11](=[O:20])[C@@H:12]1[CH2:16][CH2:15][C:14](=[O:17])[N:13]1[CH2:18]C.CN1C(=O)CC[C@H]1C(O)=O.C(N1C(=O)CC[C@H]1C(O)=O)C.FC1C=CC(CN)=C([C:51]([F:54])([F:53])[F:52])C=1.ClC1C=C(F)C=CC=1CN, predict the reaction product. The product is: [F:8][C:6]1[CH:5]=[CH:4][C:3]([CH2:9][NH:10][C:11](=[O:20])[C@@H:12]2[CH2:16][CH2:15][C:14](=[O:17])[N:13]2[CH3:18])=[C:2]([C:51]([F:54])([F:53])[F:52])[CH:7]=1.